From a dataset of Forward reaction prediction with 1.9M reactions from USPTO patents (1976-2016). Predict the product of the given reaction. (1) Given the reactants [C:1]([O:5][C:6](=[O:22])[NH:7][C:8]1[CH:13]=[CH:12][C:11]([C:14]2[CH:19]=[CH:18][C:17]([F:20])=[CH:16][CH:15]=2)=[CH:10][C:9]=1[NH2:21])([CH3:4])([CH3:3])[CH3:2].C([O:27][C:28](=O)[CH2:29][C:30]([C:32]1[N:33]=[C:34]([N:37]2[CH:41]=[CH:40][N:39]=[CH:38]2)[S:35][CH:36]=1)=[O:31])(C)(C)C, predict the reaction product. The product is: [C:1]([O:5][C:6](=[O:22])[NH:7][C:8]1[CH:13]=[CH:12][C:11]([C:14]2[CH:15]=[CH:16][C:17]([F:20])=[CH:18][CH:19]=2)=[CH:10][C:9]=1[NH:21][C:28](=[O:27])[CH2:29][C:30]([C:32]1[N:33]=[C:34]([N:37]2[CH:41]=[CH:40][N:39]=[CH:38]2)[S:35][CH:36]=1)=[O:31])([CH3:4])([CH3:2])[CH3:3]. (2) Given the reactants Cl[C:2]1C=CC=C(C(OO)=O)[CH:3]=1.[CH2:12]([N:14]([C:30]1[CH:35]=[CH:34][C:33]([C:36]([F:39])([F:38])[F:37])=[CH:32][N:31]=1)[C:15](=[O:29])[C:16]1[CH:21]=[CH:20][C:19]([C:22]([F:25])([F:24])[F:23])=[CH:18][C:17]=1SCC)[CH3:13].C(=O)(O)[O-].[Na+].[S:45]([O-:49])([O-])(=[O:47])=S.[Na+].[Na+], predict the reaction product. The product is: [CH2:12]([N:14]([C:30]1[CH:35]=[CH:34][C:33]([C:36]([F:38])([F:37])[F:39])=[CH:32][N:31]=1)[C:15](=[O:29])[C:16]1[CH:17]=[CH:18][C:19]([C:22]([F:23])([F:24])[F:25])=[CH:20][C:21]=1[S:45]([CH2:2][CH3:3])(=[O:49])=[O:47])[CH3:13]. (3) Given the reactants C(OC(=O)[NH:10][CH:11]1[CH2:14][CH:13]([CH2:15][N:16]2[CH2:21][CH2:20][S:19](=[O:23])(=[O:22])[CH2:18][CH2:17]2)[CH2:12]1)C1C=CC=CC=1, predict the reaction product. The product is: [O:23]=[S:19]1(=[O:22])[CH2:20][CH2:21][N:16]([CH2:15][C@@H:13]2[CH2:12][C@H:11]([NH2:10])[CH2:14]2)[CH2:17][CH2:18]1.